From a dataset of Forward reaction prediction with 1.9M reactions from USPTO patents (1976-2016). Predict the product of the given reaction. Given the reactants C([O:8][CH2:9][C@H:10]1[C@H:15]([C:16]2[CH:21]=[CH:20][C:19]([F:22])=[CH:18][CH:17]=2)[C@@H:14]([O:23][C@@H:24]([C:26]2[CH:31]=[C:30]([C:32]([F:35])([F:34])[F:33])[CH:29]=[C:28]([C:36]([F:39])([F:38])[F:37])[CH:27]=2)[CH3:25])[O:13][CH2:12][C@@H:11]1[CH2:40][OH:41])C1C=CC=CC=1.[H][H], predict the reaction product. The product is: [F:39][C:36]([F:37])([F:38])[C:28]1[CH:27]=[C:26]([C@H:24]([O:23][C@H:14]2[O:13][CH2:12][C@H:11]([CH2:40][OH:41])[C@@H:10]([CH2:9][OH:8])[C@@H:15]2[C:16]2[CH:21]=[CH:20][C:19]([F:22])=[CH:18][CH:17]=2)[CH3:25])[CH:31]=[C:30]([C:32]([F:33])([F:34])[F:35])[CH:29]=1.